This data is from Reaction yield outcomes from USPTO patents with 853,638 reactions. The task is: Predict the reaction yield, written as a fraction of the theoretical maximum amount of product (1.0 means a 100% yield; for example, 0.34 means a 34% yield). (1) The reactants are [F:1][C:2]([F:20])([F:19])[C:3]1[N:8]=[CH:7][C:6]([O:9][C:10]2[CH:15]=[CH:14][C:13]([CH2:16][CH2:17][OH:18])=[CH:12][CH:11]=2)=[CH:5][CH:4]=1.[N:21]#[C:22][NH2:23].OS(C(F)(F)F)(=O)=O. The catalyst is C1COCC1. The product is [C:22](=[NH:21])([O:18][CH2:17][CH2:16][C:13]1[CH:14]=[CH:15][C:10]([O:9][C:6]2[CH:7]=[N:8][C:3]([C:2]([F:19])([F:1])[F:20])=[CH:4][CH:5]=2)=[CH:11][CH:12]=1)[NH2:23]. The yield is 0.570. (2) The product is [Cl:1][C:2]1[C:3]([O:11][CH3:12])=[CH:4][C:5]2[O:10][C:22]([C:23](=[O:25])[CH3:24])=[CH:7][C:6]=2[CH:9]=1. The yield is 0.820. The catalyst is CN(C=O)C.C(Cl)Cl. The reactants are [Cl:1][C:2]1[C:3]([O:11][CH3:12])=[CH:4][C:5]([OH:10])=[C:6]([CH:9]=1)[CH:7]=O.C(=O)([O-])[O-].[Cs+].[Cs+].N#N.Cl[CH2:22][C:23](=[O:25])[CH3:24]. (3) The reactants are Cl[C:2]1[CH:3]=[CH:4][C:5]2[N:6]=[CH:7][N:8]=[C:9]([O:12][CH:13]3[CH2:18][CH2:17][N:16]([C:19]([O:21][C:22]([CH3:25])([CH3:24])[CH3:23])=[O:20])[CH2:15][CH2:14]3)[C:10]=2[N:11]=1.CC1(C)C(C)(C)OB([C:34]2[CH:35]=[C:36]([NH:40][S:41]([C:44]3[CH:49]=[CH:48][CH:47]=[CH:46][CH:45]=3)(=[O:43])=[O:42])[CH:37]=[N:38][CH:39]=2)O1.C(=O)(O)[O-].[Na+]. The yield is 0.320. The catalyst is O1CCOCC1. The product is [C:44]1([S:41]([NH:40][C:36]2[CH:35]=[C:34]([C:2]3[CH:3]=[CH:4][C:5]4[N:6]=[CH:7][N:8]=[C:9]([O:12][CH:13]5[CH2:18][CH2:17][N:16]([C:19]([O:21][C:22]([CH3:25])([CH3:24])[CH3:23])=[O:20])[CH2:15][CH2:14]5)[C:10]=4[N:11]=3)[CH:39]=[N:38][CH:37]=2)(=[O:43])=[O:42])[CH:49]=[CH:48][CH:47]=[CH:46][CH:45]=1. (4) The reactants are [NH2:1][C:2]1[CH:7]=[CH:6][C:5]([CH:8]2[CH2:13][N:12]([CH3:14])[C:11](=[O:15])[N:10]([CH3:16])[CH2:9]2)=[CH:4][C:3]=1[C:17]1[CH2:23][CH2:22][CH2:21][CH2:20][CH2:19][CH:18]=1.[C:24]([C:26]1[N:27]=[C:28]([C:39](O)=[O:40])[N:29]([CH2:31][O:32][CH2:33][CH2:34][Si:35]([CH3:38])([CH3:37])[CH3:36])[CH:30]=1)#[N:25].[K+].C(C1N=C(C([O-])=O)N(COCC[Si](C)(C)C)C=1)#N. No catalyst specified. The product is [C:17]1([C:3]2[CH:4]=[C:5]([CH:8]3[CH2:9][N:10]([CH3:16])[C:11](=[O:15])[N:12]([CH3:14])[CH2:13]3)[CH:6]=[CH:7][C:2]=2[NH:1][C:39]([C:28]2[N:29]([CH2:31][O:32][CH2:33][CH2:34][Si:35]([CH3:38])([CH3:37])[CH3:36])[CH:30]=[C:26]([C:24]#[N:25])[N:27]=2)=[O:40])[CH2:23][CH2:22][CH2:21][CH2:20][CH2:19][CH:18]=1. The yield is 0.960.